This data is from Full USPTO retrosynthesis dataset with 1.9M reactions from patents (1976-2016). The task is: Predict the reactants needed to synthesize the given product. (1) Given the product [CH2:48]([O:55][C:56]([N:58]1[CH2:62][CH:61]([C:63](=[O:71])[NH:64][C:65]2[CH:66]=[CH:67][CH:68]=[CH:69][CH:70]=2)[CH:60]2[N:72]([C:75](=[O:84])[CH:76]([NH:83][C:11](=[O:13])[CH:9]([N:8]([C:1]([O:3][C:4]([CH3:5])([CH3:6])[CH3:7])=[O:2])[CH3:14])[CH3:10])[CH:77]3[CH2:82][CH2:81][CH2:80][CH2:79][CH2:78]3)[CH2:73][CH2:74][CH:59]12)=[O:57])[C:49]1[CH:54]=[CH:53][CH:52]=[CH:51][CH:50]=1, predict the reactants needed to synthesize it. The reactants are: [C:1]([N:8]([CH3:14])[C@H:9]([C:11]([OH:13])=O)[CH3:10])([O:3][C:4]([CH3:7])([CH3:6])[CH3:5])=[O:2].CN(C(ON1N=NC2C=CC=NC1=2)=[N+](C)C)C.F[P-](F)(F)(F)(F)F.CCN(C(C)C)C(C)C.[CH2:48]([O:55][C:56]([N:58]1[CH2:62][CH:61]([C:63](=[O:71])[NH:64][C:65]2[CH:70]=[CH:69][CH:68]=[CH:67][CH:66]=2)[CH:60]2[N:72]([C:75](=[O:84])[CH:76]([NH2:83])[CH:77]3[CH2:82][CH2:81][CH2:80][CH2:79][CH2:78]3)[CH2:73][CH2:74][CH:59]12)=[O:57])[C:49]1[CH:54]=[CH:53][CH:52]=[CH:51][CH:50]=1. (2) Given the product [C:1]([C:4]1[CH:9]=[N:8][N:7]([CH2:25][CH2:26][N:27]2[CH2:32][CH2:31][O:30][CH2:29][CH2:28]2)[C:6](=[O:10])[C:5]=1[C:11]1[CH:16]=[CH:15][CH:14]=[CH:13][CH:12]=1)(=[O:3])[CH3:2], predict the reactants needed to synthesize it. The reactants are: [C:1]([C:4]1[CH:9]=[N:8][NH:7][C:6](=[O:10])[C:5]=1[C:11]1[CH:16]=[CH:15][CH:14]=[CH:13][CH:12]=1)(=[O:3])[CH3:2].C(=O)([O-])[O-].[K+].[K+].Cl.Cl[CH2:25][CH2:26][N:27]1[CH2:32][CH2:31][O:30][CH2:29][CH2:28]1. (3) Given the product [CH:1]([C:2]1[C:11]2[C:6](=[CH:7][CH:8]=[CH:9][CH:10]=2)[C:5]([O:12][C:13]2[CH:21]=[CH:20][C:16]([C:17]([NH2:19])=[O:18])=[CH:15][N:14]=2)=[CH:4][N:3]=1)=[O:23], predict the reactants needed to synthesize it. The reactants are: [CH3:1][C:2]1[C:11]2[C:6](=[CH:7][CH:8]=[CH:9][CH:10]=2)[C:5]([O:12][C:13]2[CH:21]=[CH:20][C:16]([C:17]([NH2:19])=[O:18])=[CH:15][N:14]=2)=[CH:4][N:3]=1.[Se](=O)=[O:23]. (4) Given the product [Cl:16][CH2:12][C:5]1[CH:6]=[CH:7][C:8]([N+:9]([O-:11])=[O:10])=[C:3]([O:2][CH3:1])[CH:4]=1, predict the reactants needed to synthesize it. The reactants are: [CH3:1][O:2][C:3]1[CH:4]=[C:5]([CH2:12]O)[CH:6]=[CH:7][C:8]=1[N+:9]([O-:11])=[O:10].S(Cl)([Cl:16])=O. (5) Given the product [F:16][C:11]1[C:10]([NH:17][C:18]2[CH:23]=[CH:22][C:21]([I:24])=[CH:20][C:19]=2[F:25])=[C:9]([NH:8][S:5]([CH2:4][CH2:3][CH2:2][OH:26])(=[O:7])=[O:6])[CH:14]=[CH:13][C:12]=1[F:15], predict the reactants needed to synthesize it. The reactants are: Cl[CH2:2][CH2:3][CH2:4][S:5]([NH:8][C:9]1[CH:14]=[CH:13][C:12]([F:15])=[C:11]([F:16])[C:10]=1[NH:17][C:18]1[CH:23]=[CH:22][C:21]([I:24])=[CH:20][C:19]=1[F:25])(=[O:7])=[O:6].[OH-:26].[K+]. (6) The reactants are: Cl[C:2]1[C:11]2[C:6](=[CH:7][CH:8]=[CH:9][CH:10]=2)[CH:5]=[C:4]([NH:12][C:13]2[CH:17]=[CH:16][NH:15][N:14]=2)[N:3]=1.[CH3:18][O:19][C:20]1[CH:25]=[CH:24][CH:23]=[CH:22][C:21]=1B(O)O. Given the product [CH3:18][O:19][C:20]1[CH:25]=[CH:24][CH:23]=[CH:22][C:21]=1[C:2]1[C:11]2[C:6](=[CH:7][CH:8]=[CH:9][CH:10]=2)[CH:5]=[C:4]([NH:12][C:13]2[CH:17]=[CH:16][NH:15][N:14]=2)[N:3]=1, predict the reactants needed to synthesize it. (7) Given the product [CH3:12][O:11][CH2:10][CH2:9][O:8][C:7]1[CH:6]=[CH:5][CH:4]=[C:3]([CH3:13])[C:2]=1[C:20]1[C:24]2[CH:25]=[C:26]([CH2:29][OH:30])[CH:27]=[CH:28][C:23]=2[S:22][CH:21]=1, predict the reactants needed to synthesize it. The reactants are: Br[C:2]1[C:7]([O:8][CH2:9][CH2:10][O:11][CH3:12])=[CH:6][CH:5]=[CH:4][C:3]=1[CH3:13].CC1(C)OB([C:20]2[C:24]3[CH:25]=[C:26]([CH2:29][OH:30])[CH:27]=[CH:28][C:23]=3[S:22][CH:21]=2)OC1(C)C.CC1C=CC=CC=1P(C1C=CC=CC=1C)C1C=CC=CC=1C.